Dataset: Forward reaction prediction with 1.9M reactions from USPTO patents (1976-2016). Task: Predict the product of the given reaction. (1) Given the reactants [C@@H:1]1([O:12][C:13]2[C:17]([CH2:18][C:19]3[CH:24]=[CH:23][C:22]([O:25][CH:26]([CH3:28])[CH3:27])=[CH:21][CH:20]=3)=[C:16]([CH3:29])[NH:15][N:14]=2)[O:9][C@H:8]([CH2:10][OH:11])[C@@H:6]([OH:7])[C@H:4]([OH:5])[C@H:2]1[OH:3].[CH2:30]([O:37][C:38](ON1C(=O)CCC1=O)=[O:39])[C:31]1[CH:36]=[CH:35][CH:34]=[CH:33][CH:32]=1, predict the reaction product. The product is: [CH2:30]([O:37][C:38]([N:15]1[C:16]([CH3:29])=[C:17]([CH2:18][C:19]2[CH:24]=[CH:23][C:22]([O:25][CH:26]([CH3:27])[CH3:28])=[CH:21][CH:20]=2)[C:13]([O:12][C@@H:1]2[O:9][C@H:8]([CH2:10][OH:11])[C@@H:6]([OH:7])[C@H:4]([OH:5])[C@H:2]2[OH:3])=[N:14]1)=[O:39])[C:31]1[CH:36]=[CH:35][CH:34]=[CH:33][CH:32]=1. (2) Given the reactants CS(O[CH2:6][C:7]1[N:8]([S:24]([C:27]2[CH:32]=[CH:31][CH:30]=[CH:29][CH:28]=2)(=[O:26])=[O:25])[C:9]2[C:14]([C:15]=1[CH2:16][CH2:17][S:18]([CH2:21][CH3:22])(=[O:20])=[O:19])=[CH:13][CH:12]=[C:11]([Cl:23])[CH:10]=2)(=O)=O.C(=O)([O-])[O-].[Cs+].[Cs+].[NH:39]1[C:43]2=[N:44][CH:45]=[CH:46][CH:47]=[C:42]2[C:41]2([CH2:49][CH2:48]2)[C:40]1=[O:50], predict the reaction product. The product is: [Cl:23][C:11]1[CH:10]=[C:9]2[C:14]([C:15]([CH2:16][CH2:17][S:18]([CH2:21][CH3:22])(=[O:20])=[O:19])=[C:7]([CH2:6][N:39]3[C:43]4=[N:44][CH:45]=[CH:46][CH:47]=[C:42]4[C:41]4([CH2:48][CH2:49]4)[C:40]3=[O:50])[N:8]2[S:24]([C:27]2[CH:32]=[CH:31][CH:30]=[CH:29][CH:28]=2)(=[O:25])=[O:26])=[CH:13][CH:12]=1. (3) Given the reactants [Cl:1][C:2]1[CH:7]=[CH:6][C:5](I)=[CH:4][C:3]=1[CH3:9].C1(P(C2C=CC=CC=2)C2C=CC=CC=2)C=CC=CC=1.[CH2:29]([OH:32])[C:30]#[CH:31].C(N(C(C)C)CC)(C)C, predict the reaction product. The product is: [Cl:1][C:2]1[CH:7]=[CH:6][C:5]([C:31]#[C:30][CH2:29][OH:32])=[CH:4][C:3]=1[CH3:9]. (4) Given the reactants [NH2:1][CH:2]1[CH2:7][CH2:6][CH2:5][CH2:4][CH:3]1[N:8]1[CH:17]([C:18]2[CH:23]=[CH:22][C:21]([Cl:24])=[CH:20][C:19]=2[Cl:25])[CH:16]([C:26]([NH:28][O:29][CH2:30][C:31]2[CH:36]=[CH:35][CH:34]=[CH:33][CH:32]=2)=[O:27])[C:15]2[C:10](=[CH:11][CH:12]=[CH:13][CH:14]=2)[C:9]1=[O:37].[S:38](N)([NH2:41])(=[O:40])=[O:39], predict the reaction product. The product is: [NH2:41][S:38]([NH:1][CH:2]1[CH2:7][CH2:6][CH2:5][CH2:4][CH:3]1[N:8]1[CH:17]([C:18]2[CH:23]=[CH:22][C:21]([Cl:24])=[CH:20][C:19]=2[Cl:25])[CH:16]([C:26]([NH:28][O:29][CH2:30][C:31]2[CH:32]=[CH:33][CH:34]=[CH:35][CH:36]=2)=[O:27])[C:15]2[C:10](=[CH:11][CH:12]=[CH:13][CH:14]=2)[C:9]1=[O:37])(=[O:40])=[O:39]. (5) Given the reactants [F:1][C:2]1[CH:36]=[C:35]([N+:37]([O-])=O)[CH:34]=[CH:33][C:3]=1[O:4][C:5]1[CH:10]=[CH:9][N:8]=[C:7]2[CH:11]=[C:12]([C:14]3[N:19]=[CH:18][C:17]([CH2:20][N:21]([CH2:29][CH2:30][O:31][CH3:32])[C:22](=[O:28])[O:23][C:24]([CH3:27])([CH3:26])[CH3:25])=[CH:16][CH:15]=3)[S:13][C:6]=12.[NH4+].[Cl-], predict the reaction product. The product is: [NH2:37][C:35]1[CH:34]=[CH:33][C:3]([O:4][C:5]2[CH:10]=[CH:9][N:8]=[C:7]3[CH:11]=[C:12]([C:14]4[N:19]=[CH:18][C:17]([CH2:20][N:21]([CH2:29][CH2:30][O:31][CH3:32])[C:22](=[O:28])[O:23][C:24]([CH3:27])([CH3:26])[CH3:25])=[CH:16][CH:15]=4)[S:13][C:6]=23)=[C:2]([F:1])[CH:36]=1. (6) The product is: [C:1]([OH:4])(=[O:3])[CH3:2].[CH3:65][O:64][C:62]1[CH:63]=[C:58]([C@H:44]([NH:45][C:46]2[CH:51]=[CH:50][C:49]([C:52]([NH2:56])=[NH:53])=[CH:48][CH:47]=2)[C:43]2[NH:42][C:41](=[O:40])[N:19]([C:20]3[C:8]([CH3:7])=[CH:9][CH:16]=[CH:17][N:21]=3)[N:18]=2)[CH:59]=[C:60]([O:66][CH3:67])[CH:61]=1. Given the reactants [C:1]([OH:4])(=[O:3])[CH3:2].CO[C:7]1[CH:8]=[C:9]([C@H:16](NC2C=CC(C(N)=N)=CC=2)[C:17]2[NH:21][C:20](=O)[N:19](C3N=CC=CN=3)[N:18]=2)C=C(COC)C=1.C[O:40][C:41](=O)[N:42]=[C:43](SC)[C:44]([C:58]1[CH:63]=[C:62]([O:64][CH3:65])[CH:61]=[C:60]([O:66][CH3:67])[CH:59]=1)=[N:45][C:46]1[CH:51]=[CH:50][C:49]([C:52]2[N:56]=C(C)O[N:53]=2)=[CH:48][CH:47]=1.CC1N=C(NN)C=CC=1.COC(=O)N=C(SC)C(C1C=C(COC)C=C(OC)C=1)=NC1C=CC(C2N=C(C)ON=2)=CC=1.N(C1N=CC=CN=1)N, predict the reaction product. (7) Given the reactants [CH2:1]([NH:6][C:7]([C:9]1[CH:14]=[CH:13][C:12]([N:15]2[C:19]([CH2:20][CH2:21][CH3:22])=[C:18]([C:23]([OH:25])=O)[N:17]=[N:16]2)=[CH:11][CH:10]=1)=[O:8])[CH2:2][CH2:3][CH2:4][CH3:5].C1C=C[C:29]2N(O)N=[N:32][C:30]=2[CH:31]=1.C1(N)CC1.CCN=C=NCCCN(C)C, predict the reaction product. The product is: [CH:30]1([NH:32][C:23]([C:18]2[N:17]=[N:16][N:15]([C:12]3[CH:11]=[CH:10][C:9]([C:7]([NH:6][CH2:1][CH2:2][CH2:3][CH2:4][CH3:5])=[O:8])=[CH:14][CH:13]=3)[C:19]=2[CH2:20][CH2:21][CH3:22])=[O:25])[CH2:31][CH2:29]1.